This data is from NCI-60 drug combinations with 297,098 pairs across 59 cell lines. The task is: Regression. Given two drug SMILES strings and cell line genomic features, predict the synergy score measuring deviation from expected non-interaction effect. (1) Cell line: HCT-15. Drug 2: CCC1(CC2CC(C3=C(CCN(C2)C1)C4=CC=CC=C4N3)(C5=C(C=C6C(=C5)C78CCN9C7C(C=CC9)(C(C(C8N6C)(C(=O)OC)O)OC(=O)C)CC)OC)C(=O)OC)O.OS(=O)(=O)O. Synergy scores: CSS=45.9, Synergy_ZIP=1.80, Synergy_Bliss=3.10, Synergy_Loewe=4.82, Synergy_HSA=5.32. Drug 1: CC1=C(N=C(N=C1N)C(CC(=O)N)NCC(C(=O)N)N)C(=O)NC(C(C2=CN=CN2)OC3C(C(C(C(O3)CO)O)O)OC4C(C(C(C(O4)CO)O)OC(=O)N)O)C(=O)NC(C)C(C(C)C(=O)NC(C(C)O)C(=O)NCCC5=NC(=CS5)C6=NC(=CS6)C(=O)NCCC[S+](C)C)O. (2) Drug 1: C1CCC(CC1)NC(=O)N(CCCl)N=O. Drug 2: CC(C)NC(=O)C1=CC=C(C=C1)CNNC.Cl. Cell line: HOP-92. Synergy scores: CSS=21.5, Synergy_ZIP=-5.53, Synergy_Bliss=-0.882, Synergy_Loewe=-5.38, Synergy_HSA=0.367. (3) Drug 1: CCC1(CC2CC(C3=C(CCN(C2)C1)C4=CC=CC=C4N3)(C5=C(C=C6C(=C5)C78CCN9C7C(C=CC9)(C(C(C8N6C)(C(=O)OC)O)OC(=O)C)CC)OC)C(=O)OC)O.OS(=O)(=O)O. Drug 2: CN1C2=C(C=C(C=C2)N(CCCl)CCCl)N=C1CCCC(=O)O.Cl. Cell line: RPMI-8226. Synergy scores: CSS=49.0, Synergy_ZIP=1.81, Synergy_Bliss=0.127, Synergy_Loewe=-26.0, Synergy_HSA=-0.870.